This data is from Peptide-MHC class II binding affinity with 134,281 pairs from IEDB. The task is: Regression. Given a peptide amino acid sequence and an MHC pseudo amino acid sequence, predict their binding affinity value. This is MHC class II binding data. The peptide sequence is ITYGETGGNSPVQEF. The MHC is DRB1_1101 with pseudo-sequence DRB1_1101. The binding affinity (normalized) is 0.207.